From a dataset of Catalyst prediction with 721,799 reactions and 888 catalyst types from USPTO. Predict which catalyst facilitates the given reaction. (1) Reactant: [F:1][C:2]1[CH:10]=[C:9]2[C:5]([C:6]([CH2:12][NH:13][CH2:14][CH2:15]O)=[CH:7][N:8]2[CH3:11])=[CH:4][C:3]=1[C:17]([F:20])([F:19])[F:18].Cl.[CH3:22][C:23]1[N:24]=[CH:25][N:26]([C:28]2[C:33](=[O:34])[NH:32][C:31]([C:35]([OH:37])=O)=[CH:30][CH:29]=2)[CH:27]=1.C(N(CC)C(C)C)(C)C.F[P-](F)(F)(F)(F)F.N1(OC(N(C)C)=[N+](C)C)C2N=CC=CC=2N=N1. Product: [F:1][C:2]1[CH:10]=[C:9]2[C:5]([C:6]([CH2:12][N:13]3[CH2:14][CH2:15][N:32]4[C:33](=[O:34])[C:28]([N:26]5[CH:27]=[C:23]([CH3:22])[N:24]=[CH:25]5)=[CH:29][CH:30]=[C:31]4[C:35]3=[O:37])=[CH:7][N:8]2[CH3:11])=[CH:4][C:3]=1[C:17]([F:20])([F:18])[F:19]. The catalyst class is: 4. (2) Reactant: [Cl:1][C:2]1[CH:7]=[CH:6][C:5]([N:8]2[C:13](=[O:14])[C:12]3[CH:15]=[N:16][N:17]([C:18]4[CH:23]=[CH:22][CH:21]=[CH:20][CH:19]=4)[C:11]=3[N:10]=[C:9]2[C:24]2[CH:29]=[CH:28][C:27](I)=[CH:26][CH:25]=2)=[CH:4][CH:3]=1.[F:31][C:32]1[CH:33]=[C:34](B(O)O)[CH:35]=[CH:36][CH:37]=1. Product: [Cl:1][C:2]1[CH:7]=[CH:6][C:5]([N:8]2[C:13](=[O:14])[C:12]3[CH:15]=[N:16][N:17]([C:18]4[CH:23]=[CH:22][CH:21]=[CH:20][CH:19]=4)[C:11]=3[N:10]=[C:9]2[C:24]2[CH:29]=[CH:28][C:27]([C:36]3[CH:35]=[CH:34][CH:33]=[C:32]([F:31])[CH:37]=3)=[CH:26][CH:25]=2)=[CH:4][CH:3]=1. The catalyst class is: 73. (3) Product: [OH:11][CH:12]([CH3:16])[CH:13]([NH:1][C:2]1[S:3][CH:4]=[C:5]([C:7]([O:9][CH3:10])=[O:8])[N:6]=1)[CH3:14]. The catalyst class is: 26. Reactant: [NH2:1][C:2]1[S:3][CH:4]=[C:5]([C:7]([O:9][CH3:10])=[O:8])[N:6]=1.[OH:11][CH:12]([CH3:16])[C:13](=O)[CH3:14].C(O)(=O)C.C(O[BH-](OC(=O)C)OC(=O)C)(=O)C.[Na+].C([O-])(O)=O.[Na+]. (4) Reactant: [Cl:1][C:2]1[CH:3]=[CH:4][C:5]([O:17]C)=[C:6]([C:8]2[N:13]3[CH:14]=[CH:15][N:16]=[C:12]3[CH:11]=[CH:10][CH:9]=2)[CH:7]=1.B(Br)(Br)Br.C(=O)([O-])[O-].[Na+].[Na+]. The catalyst class is: 46. Product: [Cl:1][C:2]1[CH:3]=[CH:4][C:5]([OH:17])=[C:6]([C:8]2[N:13]3[CH:14]=[CH:15][N:16]=[C:12]3[CH:11]=[CH:10][CH:9]=2)[CH:7]=1. (5) Reactant: Br[C:2]1[CH:3]=[CH:4][C:5]([C:9]([O:11][CH3:12])=[O:10])=[N:6][C:7]=1[Cl:8].C(N(CC)CC)C.[CH3:20][Si:21]([C:24]#[CH:25])([CH3:23])[CH3:22]. Product: [Cl:8][C:7]1[N:6]=[C:5]([C:9]([O:11][CH3:12])=[O:10])[CH:4]=[CH:3][C:2]=1[C:25]#[C:24][Si:21]([CH3:23])([CH3:22])[CH3:20]. The catalyst class is: 321. (6) The catalyst class is: 289. Reactant: [CH3:1][C:2]1[CH:7]=[CH:6][C:5]([C:8]2[C:9]([C:15]([OH:17])=O)=[CH:10][CH:11]=[C:12]([CH3:14])[CH:13]=2)=[CH:4][CH:3]=1.[NH2:18][C:19]1[CH:41]=[CH:40][C:22]([O:23][CH2:24][CH2:25][C:26]2[N:31]=[C:30]([NH:32][C:33](=[O:39])[O:34][C:35]([CH3:38])([CH3:37])[CH3:36])[CH:29]=[CH:28][CH:27]=2)=[CH:21][CH:20]=1.ON1C2C=CC=CC=2N=N1.Cl.CN(C)CCCN=C=NCC. Product: [CH3:1][C:2]1[CH:3]=[CH:4][C:5]([C:8]2[CH:13]=[C:12]([CH3:14])[CH:11]=[CH:10][C:9]=2[C:15]([NH:18][C:19]2[CH:20]=[CH:21][C:22]([O:23][CH2:24][CH2:25][C:26]3[N:31]=[C:30]([NH:32][C:33](=[O:39])[O:34][C:35]([CH3:38])([CH3:36])[CH3:37])[CH:29]=[CH:28][CH:27]=3)=[CH:40][CH:41]=2)=[O:17])=[CH:6][CH:7]=1. (7) Reactant: N1(C([O-])=O)CCCCC1.[CH3:10][O:11][CH2:12][CH2:13][O:14][C:15]1[CH:20]=[CH:19][N:18]2[C:21]([C:24]3[CH:33]=[C:32]([C:34]4[O:38][CH:37]=[N:36][CH:35]=4)[C:31]4[C:26](=[C:27]([OH:39])[CH:28]=[CH:29][CH:30]=4)[N:25]=3)=[CH:22][N:23]=[C:17]2[CH:16]=1.[F:40][C@H:41]1[C@@H:46](OS(C)(=O)=O)[CH2:45][CH2:44][N:43](C(OC(C)(C)C)=O)[CH2:42]1.C([O-])([O-])=O.[Cs+].[Cs+]. Product: [F:40][C@H:41]1[C@H:46]([O:39][C:27]2[CH:28]=[CH:29][CH:30]=[C:31]3[C:26]=2[N:25]=[C:24]([C:21]2[N:18]4[CH:19]=[CH:20][C:15]([O:14][CH2:13][CH2:12][O:11][CH3:10])=[CH:16][C:17]4=[N:23][CH:22]=2)[CH:33]=[C:32]3[C:34]2[O:38][CH:37]=[N:36][CH:35]=2)[CH2:45][CH2:44][NH:43][CH2:42]1. The catalyst class is: 44.